Dataset: Full USPTO retrosynthesis dataset with 1.9M reactions from patents (1976-2016). Task: Predict the reactants needed to synthesize the given product. (1) Given the product [CH3:22][O:23][C:24]1[CH:32]=[CH:31][C:30]([N+:33]([O-:35])=[O:34])=[CH:29][C:25]=1[C:26](=[O:27])[CH3:4], predict the reactants needed to synthesize it. The reactants are: [Cl-].[Mg+2].[Cl-].[C:4](OCC)(=O)CC(OCC)=O.C(N(CC)CC)C.[CH3:22][O:23][C:24]1[CH:32]=[CH:31][C:30]([N+:33]([O-:35])=[O:34])=[CH:29][C:25]=1[C:26](Cl)=[O:27].Cl. (2) Given the product [Cl:1][C:2]1[C:3](=[O:32])[N:4]([CH2:20][CH2:21][C:22]2[CH:23]=[CH:24][C:25]([C:26]([O:28][CH3:29])=[O:27])=[CH:30][CH:31]=2)[C:5]([CH2:9][O:10][C:11]2[CH:16]=[CH:15][CH:14]=[CH:13][C:12]=2[CH2:17][CH2:18][O:19][CH3:39])=[C:6]([Cl:8])[CH:7]=1, predict the reactants needed to synthesize it. The reactants are: [Cl:1][C:2]1[C:3](=[O:32])[N:4]([CH2:20][CH2:21][C:22]2[CH:31]=[CH:30][C:25]([C:26]([O:28][CH3:29])=[O:27])=[CH:24][CH:23]=2)[C:5]([CH2:9][O:10][C:11]2[CH:16]=[CH:15][CH:14]=[CH:13][C:12]=2[CH2:17][CH2:18][OH:19])=[C:6]([Cl:8])[CH:7]=1.[OH-].[Na+].S(OC)(O[CH3:39])(=O)=O.[Cl-].[NH4+]. (3) Given the product [C:15]([C:14]1[CH:13]=[CH:12][CH:11]=[C:10]([CH:19]([C:33]2[CH:38]=[CH:37][CH:36]=[CH:35][CH:34]=2)[C:21]2[CH:26]=[CH:25][CH:24]=[C:23]([C:27]3[CH:32]=[CH:31][CH:30]=[CH:29][N:28]=3)[CH:22]=2)[C:9]=1[OH:8])([CH3:18])([CH3:16])[CH3:17], predict the reactants needed to synthesize it. The reactants are: C([O:8][C:9]1[C:14]([C:15]([CH3:18])([CH3:17])[CH3:16])=[CH:13][CH:12]=[CH:11][C:10]=1[C:19]([C:33]1[CH:38]=[CH:37][CH:36]=[CH:35][CH:34]=1)([C:21]1[CH:26]=[CH:25][CH:24]=[C:23]([C:27]2[CH:32]=[CH:31][CH:30]=[CH:29][N:28]=2)[CH:22]=1)O)C1C=CC=CC=1. (4) Given the product [F:1][C:2]1[CH:7]=[CH:6][C:5]([C:8]2[N:9]=[N:10][N:11]3[CH2:16][CH2:15][NH:14][CH2:13][C:12]=23)=[CH:4][CH:3]=1, predict the reactants needed to synthesize it. The reactants are: [F:1][C:2]1[CH:7]=[CH:6][C:5]([C:8]2[N:9]=[N:10][N:11]3[CH2:16][CH2:15][N:14](C(OC(C)(C)C)=O)[CH2:13][C:12]=23)=[CH:4][CH:3]=1. (5) The reactants are: S(Cl)(Cl)=O.Cl.[CH3:6][N:7]1[CH2:12][CH2:11][CH:10]([C:13]([OH:15])=[O:14])[CH2:9][CH2:8]1.[CH2:16](O)[CH3:17]. Given the product [CH2:16]([O:14][C:13]([CH:10]1[CH2:11][CH2:12][N:7]([CH3:6])[CH2:8][CH2:9]1)=[O:15])[CH3:17], predict the reactants needed to synthesize it.